Dataset: hERG Central: cardiac toxicity at 1µM, 10µM, and general inhibition. Task: Predict hERG channel inhibition at various concentrations. (1) The molecule is CNC(=O)/C(=C\c1ccc2c(c1)OCO2)NC(=O)c1ccc(Br)cc1. Results: hERG_inhib (hERG inhibition (general)): blocker. (2) The drug is CN(C)C(=O)c1cc([N+](=O)[O-])cc2c1-c1c(cc([N+](=O)[O-])cc1[N+](=O)[O-])C2=O. Results: hERG_inhib (hERG inhibition (general)): blocker. (3) The compound is Cc1oc(-c2ccc(F)cc2F)nc1CN1C[C@@H]2C[C@@H](C1)c1cccc(=O)n1C2. Results: hERG_inhib (hERG inhibition (general)): blocker. (4) The molecule is CC1(C)Cc2nc3oc4c(N(CCO)Cc5ccccc5)ncnc4c3cc2CO1. Results: hERG_inhib (hERG inhibition (general)): blocker. (5) The drug is COc1ccc2[nH]c(=O)c(CN(CCc3ccccc3)Cc3nnnn3CC3CCCO3)cc2c1. Results: hERG_inhib (hERG inhibition (general)): blocker.